Predict the reaction yield, written as a fraction of the theoretical maximum amount of product (1.0 means a 100% yield; for example, 0.34 means a 34% yield). From a dataset of Reaction yield outcomes from USPTO patents with 853,638 reactions. (1) The reactants are Br[C:2]1[CH:7]=[CH:6][CH:5]=[C:4]([Br:8])[N:3]=1.C([Mg]Cl)(C)C.[O:14]1[CH:18]=[CH:17][CH:16]=[C:15]1[C:19]1[N:20]=[C:21]([NH:30][C:31]([C:33]2[CH:38]=[CH:37][N:36]=[CH:35][CH:34]=2)=[O:32])[S:22][C:23]=1[C:24](=[O:29])N(OC)C.[Cl-].[NH4+]. The product is [Br:8][C:4]1[N:3]=[C:2]([C:24]([C:23]2[S:22][C:21]([NH:30][C:31]([C:33]3[CH:34]=[CH:35][N:36]=[CH:37][CH:38]=3)=[O:32])=[N:20][C:19]=2[C:15]2[O:14][CH:18]=[CH:17][CH:16]=2)=[O:29])[CH:7]=[CH:6][CH:5]=1. The yield is 0.310. The catalyst is C1COCC1. (2) The reactants are [N+:1]([C:4]1[CH:9]=[CH:8][C:7]([NH:10][S:11]([CH3:14])(=[O:13])=[O:12])=[CH:6][CH:5]=1)([O-])=O.C(OCC)(=O)C.CO. The catalyst is CN(C)C=O.[Pd]. The product is [NH2:1][C:4]1[CH:9]=[CH:8][C:7]([NH:10][S:11]([CH3:14])(=[O:13])=[O:12])=[CH:6][CH:5]=1. The yield is 0.710.